Dataset: Forward reaction prediction with 1.9M reactions from USPTO patents (1976-2016). Task: Predict the product of the given reaction. (1) Given the reactants [CH2:1]=[CH:2][CH2:3][C@H:4]([NH2:8])[C:5]([OH:7])=[O:6].S(Cl)(Cl)=O.C(=O)([O-])O.[Na+].[N+:18]([C:21]1[CH:26]=[CH:25][CH:24]=[CH:23][C:22]=1[S:27](Cl)(=[O:29])=[O:28])([O-:20])=[O:19].[CH3:31]N(C)CCN, predict the reaction product. The product is: [N+:18]([C:21]1[CH:26]=[CH:25][CH:24]=[CH:23][C:22]=1[S:27]([NH:8][C@@H:4]([CH2:3][CH:2]=[CH2:1])[C:5]([O:7][CH3:31])=[O:6])(=[O:29])=[O:28])([O-:20])=[O:19]. (2) Given the reactants [OH:1][C:2]1[CH:3]=[C:4]([CH:7]=[C:8]([N+:11]([O-:13])=[O:12])[C:9]=1[OH:10])[CH:5]=O.[CH2:14]([N:16]([CH2:22][CH3:23])[C:17](=[O:21])[CH2:18][C:19]#[N:20])[CH3:15].N1CCCCC1.CC([O-])=O, predict the reaction product. The product is: [CH2:14]([N:16]([CH2:22][CH3:23])[C:17](=[O:21])/[C:18](/[C:19]#[N:20])=[CH:5]/[C:4]1[CH:7]=[C:8]([N+:11]([O-:13])=[O:12])[C:9]([OH:10])=[C:2]([OH:1])[CH:3]=1)[CH3:15]. (3) The product is: [CH3:38][N:39]([CH3:40])[C:31]([C@:19]1([CH2:34][O:35][CH3:36])[CH2:18][CH2:17][C@H:16]([C:13]2[CH:14]=[CH:15][C:10]([O:9][CH2:8][C:3]3[CH:4]=[CH:5][CH:6]=[CH:7][C:2]=3[F:1])=[CH:11][CH:12]=2)[N:20]1[C:21]([O:23][CH2:24][C:25]1[CH:30]=[CH:29][CH:28]=[CH:27][CH:26]=1)=[O:22])=[O:32]. Given the reactants [F:1][C:2]1[CH:7]=[CH:6][CH:5]=[CH:4][C:3]=1[CH2:8][O:9][C:10]1[CH:15]=[CH:14][C:13]([C@@H:16]2[N:20]([C:21]([O:23][CH2:24][C:25]3[CH:30]=[CH:29][CH:28]=[CH:27][CH:26]=3)=[O:22])[C@:19]([CH2:34][O:35][CH3:36])([C:31](O)=[O:32])[CH2:18][CH2:17]2)=[CH:12][CH:11]=1.C[CH2:38][N:39](C(C)C)[CH:40](C)C.CN(C(ON1N=NC2C=CC=CC1=2)=[N+](C)C)C.[B-](F)(F)(F)F.CNC.C1COCC1, predict the reaction product. (4) Given the reactants [CH:1]1([CH2:4][O:5][C:6]2[CH:14]=[CH:13][C:9]3[O:10][CH2:11][O:12][C:8]=3[C:7]=2[C:15]2[C:16]3[NH:23][CH:22]=[C:21]([C:24]([OH:26])=O)[C:17]=3[N:18]=[CH:19][N:20]=2)[CH2:3][CH2:2]1.Cl.[NH2:28][C@@H:29]([C@H:59]([OH:61])[CH3:60])[C:30]([N:32]1[CH2:37][CH2:36][CH:35]([N:38]2[N:47]=[C:46]([C:48]3[CH:53]=[CH:52][C:51]([O:54][CH3:55])=[C:50]([O:56][CH3:57])[CH:49]=3)[C@@H:45]3[C@@H:40]([CH2:41][CH2:42][CH2:43][CH2:44]3)[C:39]2=[O:58])[CH2:34][CH2:33]1)=[O:31].CN(C(ON1N=NC2C=CC=CC1=2)=[N+](C)C)C.F[P-](F)(F)(F)(F)F.CCN(C(C)C)C(C)C.C(=O)(O)[O-].[Na+], predict the reaction product. The product is: [CH:1]1([CH2:4][O:5][C:6]2[CH:14]=[CH:13][C:9]3[O:10][CH2:11][O:12][C:8]=3[C:7]=2[C:15]2[C:16]3[NH:23][CH:22]=[C:21]([C:24]([NH:28][C@@H:29]([C@H:59]([OH:61])[CH3:60])[C:30]([N:32]4[CH2:37][CH2:36][CH:35]([N:38]5[N:47]=[C:46]([C:48]6[CH:53]=[CH:52][C:51]([O:54][CH3:55])=[C:50]([O:56][CH3:57])[CH:49]=6)[C@@H:45]6[C@@H:40]([CH2:41][CH2:42][CH2:43][CH2:44]6)[C:39]5=[O:58])[CH2:34][CH2:33]4)=[O:31])=[O:26])[C:17]=3[N:18]=[CH:19][N:20]=2)[CH2:2][CH2:3]1.